This data is from Reaction yield outcomes from USPTO patents with 853,638 reactions. The task is: Predict the reaction yield, written as a fraction of the theoretical maximum amount of product (1.0 means a 100% yield; for example, 0.34 means a 34% yield). (1) The reactants are COC(=O)NC(C(N1CCCC1C1NC(C2C=CC3C(=CC=C(C4C=CC([C:37]5[NH:38][C:39]([CH:42]6[CH2:46][CH2:45][CH2:44][N:43]6[C:47](=[O:65])[CH:48]([C:59]6[CH:64]=[CH:63][CH:62]=[CH:61][CH:60]=6)[NH:49][C:50](=[O:58])[CH2:51][CH:52]6[CH2:57][CH2:56][O:55][CH2:54][CH2:53]6)=[N:40][CH:41]=5)=CC=4)C=3)C=2)=CN=1)=O)C(C)C.[CH3:67][O:68][C:69](=[O:125])[NH:70][CH:71]([C:75]([N:77]1[CH2:81][CH2:80][CH2:79][CH:78]1[C:82]1[NH:86][C:85]2[C:87]3[C:92]([CH2:93][CH2:94][C:84]=2[N:83]=1)=[CH:91][C:90]([C:95]1[CH:104]=[CH:103][C:102]2[C:97](=[CH:98][CH:99]=[C:100](C4NC(C5CCCN5C(=O)C(N)C5C=CC=CC=5)=NC=4)[CH:101]=2)[CH:96]=1)=[CH:89][CH:88]=3)=[O:76])[CH:72]([CH3:74])[CH3:73]. No catalyst specified. The product is [CH3:67][O:68][C:69](=[O:125])[NH:70][CH:71]([C:75]([N:77]1[CH2:81][CH2:80][CH2:79][CH:78]1[C:82]1[NH:86][C:85]2[C:87]3[C:92]([CH2:93][CH2:94][C:84]=2[N:83]=1)=[CH:91][C:90]([C:95]1[CH:104]=[CH:103][C:102]2[C:97](=[CH:98][CH:99]=[C:100]([C:37]4[NH:38][C:39]([CH:42]5[CH2:46][CH2:45][CH2:44][N:43]5[C:47](=[O:65])[CH:48]([C:59]5[CH:60]=[CH:61][CH:62]=[CH:63][CH:64]=5)[NH:49][C:50](=[O:58])[CH2:51][CH:52]5[CH2:57][CH2:56][O:55][CH2:54][CH2:53]5)=[N:40][CH:41]=4)[CH:101]=2)[CH:96]=1)=[CH:89][CH:88]=3)=[O:76])[CH:72]([CH3:74])[CH3:73]. The yield is 0.150. (2) The reactants are [OH:1][C:2]1[CH:3]=[C:4]([CH3:12])[C:5]([C:8]([O:10][CH3:11])=[O:9])=[N:6][CH:7]=1.C1(P(C2C=CC=CC=2)C2C=CC=CC=2)C=CC=CC=1.[O:32]1[CH:36]=[CH:35][N:34]=[C:33]1[CH:37](O)[CH3:38].N(C(OC(C)C)=O)=NC(OC(C)C)=O. The catalyst is C1COCC1.CO. The product is [CH3:12][C:4]1[C:5]([C:8]([O:10][CH3:11])=[O:9])=[N:6][CH:7]=[C:2]([O:1][C@H:37]([C:33]2[O:32][CH:36]=[CH:35][N:34]=2)[CH3:38])[CH:3]=1. The yield is 0.490. (3) The reactants are C1C=CC(P(C2C=CC=CC=2)C2C=CC=CC=2)=CC=1.[C:20]([OH:23])(=[S:22])[CH3:21].[OH:24][CH2:25][CH2:26][P:27](=[O:34])([CH2:31][CH2:32]O)[CH2:28][CH2:29][OH:30].CC(OC(/N=N/C(OC(C)C)=O)=O)C.C([O-])([O-])=O.[Na+].[Na+]. The catalyst is C1COCC1.CCOC(C)=O. The product is [C:20](=[O:23])([S:22][CH2:32][CH2:31][P:27]([CH2:28][CH2:29][OH:30])([CH2:26][CH2:25][OH:24])=[O:34])[CH3:21]. The yield is 0.730. (4) The reactants are C[N:2](C)/[CH:3]=[CH:4]/[C:5]([C:7]1[C:12](=[O:13])[CH:11]=[CH:10][N:9]([C:14]2[CH:19]=[CH:18][CH:17]=[C:16]([S:20]([CH3:23])(=[O:22])=[O:21])[CH:15]=2)[N:8]=1)=O.[O:25]1[C:29]2[CH:30]=[CH:31][C:32]([NH:34]N)=[CH:33][C:28]=2[O:27][CH2:26]1.N([O-])=O.[Na+].[Sn](Cl)Cl. No catalyst specified. The product is [O:25]1[C:29]2[CH:30]=[CH:31][C:32]([N:34]3[C:5]([C:7]4[C:12](=[O:13])[CH:11]=[CH:10][N:9]([C:14]5[CH:19]=[CH:18][CH:17]=[C:16]([S:20]([CH3:23])(=[O:22])=[O:21])[CH:15]=5)[N:8]=4)=[CH:4][CH:3]=[N:2]3)=[CH:33][C:28]=2[O:27][CH2:26]1. The yield is 0.100. (5) The reactants are [CH3:1][C:2]1[C:6]([C:7]2[CH:8]=[C:9]3[C:13](=[CH:14][CH:15]=2)[NH:12][C:11](=[O:16])[C:10]3([CH2:23][CH2:24][CH2:25][OH:26])[C:17]2[CH:22]=[CH:21][CH:20]=[CH:19][CH:18]=2)=[C:5]([CH3:27])[O:4][N:3]=1.CCN(C(C)C)C(C)C.[CH3:37][S:38](Cl)(=[O:40])=[O:39]. The catalyst is C(Cl)Cl. The product is [CH3:37][S:38]([O:26][CH2:25][CH2:24][CH2:23][C:10]1([C:17]2[CH:22]=[CH:21][CH:20]=[CH:19][CH:18]=2)[C:9]2[C:13](=[CH:14][CH:15]=[C:7]([C:6]3[C:2]([CH3:1])=[N:3][O:4][C:5]=3[CH3:27])[CH:8]=2)[NH:12][C:11]1=[O:16])(=[O:40])=[O:39]. The yield is 0.653.